This data is from Carcinogenicity classification data from Lagunin et al.. The task is: Regression/Classification. Given a drug SMILES string, predict its toxicity properties. Task type varies by dataset: regression for continuous values (e.g., LD50, hERG inhibition percentage) or binary classification for toxic/non-toxic outcomes (e.g., AMES mutagenicity, cardiotoxicity, hepatotoxicity). Dataset: carcinogens_lagunin. (1) The drug is Cc1ccc(S(=O)(=O)OCC(N)CN=O)cc1. The result is 1 (carcinogenic). (2) The drug is CCCCCNN. The result is 1 (carcinogenic). (3) The molecule is CCC(=O)O[C@H]1[C@H](C)O[C@@H](O[C@@H]2[C@@H](C)O[C@H](O[C@@H]3[C@@H](OC)[C@H](OC(=O)CC)CC(=O)O[C@H](C)C/C=C/C=C/[C@@H](O)[C@H](C)C[C@@H]3CC=O)[C@H](O)[C@H]2N(C)C)C[C@@]1(C)O. The result is 0 (non-carcinogenic). (4) The molecule is COC(=O)[C@H]1[C@H]2C[C@@H]3c4[nH]c5cc(OC)ccc5c4CCN3C[C@H]2C[C@@H](OC(=O)/C=C/c2cc(OC)c(OC)c(OC)c2)[C@@H]1OC. The result is 0 (non-carcinogenic).